Task: Predict the reactants needed to synthesize the given product.. Dataset: Full USPTO retrosynthesis dataset with 1.9M reactions from patents (1976-2016) (1) Given the product [Cl:3][C:14]1[CH:15]=[C:10]([C:6]([CH3:9])([CH3:8])[CH3:7])[CH:11]=[C:12]([CH3:17])[N:13]=1, predict the reactants needed to synthesize it. The reactants are: P(Cl)(Cl)([Cl:3])=O.[C:6]([C:10]1[CH:15]=[CH:14][N+:13]([O-])=[C:12]([CH3:17])[CH:11]=1)([CH3:9])([CH3:8])[CH3:7].C(OCC)(=O)C. (2) Given the product [F-:24].[C:17]([O:16][C:15]([NH:14][C:10]1[N:11]=[CH:12][CH:13]=[C:8]2[C:9]=1[CH:22]=[N+:26]([CH3:25])[C:4]1[CH:3]=[C:2]([Cl:1])[CH:7]=[CH:6][C:5]2=1)=[O:21])([CH3:20])([CH3:19])[CH3:18], predict the reactants needed to synthesize it. The reactants are: [Cl:1][C:2]1[CH:7]=[CH:6][C:5]([C:8]2[CH:13]=[CH:12][N:11]=[C:10]([NH:14][C:15](=[O:21])[O:16][C:17]([CH3:20])([CH3:19])[CH3:18])[C:9]=2[CH:22]=O)=[C:4]([F:24])[CH:3]=1.[CH3:25][NH2:26]. (3) The reactants are: [CH3:1][N:2]1[C:23](=[O:24])[C:6]2[NH:7][CH:8]=[C:9]3[CH2:10][NH:11][C:12]4[CH:17]=[CH:16][C:15]([CH2:18][S:19]([CH3:22])(=[O:21])=[O:20])=[CH:14][C:13]=4[C:4]([C:5]=23)=[CH:3]1.[CH:25](=O)[C:26]1[CH:31]=[CH:30][CH:29]=[CH:28][CH:27]=1.[C-:33]#[N:34].[Na+].C(O)(=O)C. Given the product [CH3:1][N:2]1[C:23](=[O:24])[C:6]2[NH:7][CH:8]=[C:9]3[CH2:10][N:11]([CH:25]([C:26]4[CH:31]=[CH:30][CH:29]=[CH:28][CH:27]=4)[C:33]#[N:34])[C:12]4[CH:17]=[CH:16][C:15]([CH2:18][S:19]([CH3:22])(=[O:21])=[O:20])=[CH:14][C:13]=4[C:4]([C:5]=23)=[CH:3]1, predict the reactants needed to synthesize it. (4) Given the product [F:37][C:34]1[CH:35]=[CH:36][C:31]2[N:32]([CH:38]=[C:29]([C:27]([NH:26][C@H:23]3[CH2:24][CH2:25][C@@H:20]([NH:19][C:7]([C:6]4[C:5]([NH:11][C:12]5[CH:17]=[CH:16][CH:15]=[C:14]([I:18])[CH:13]=5)=[N:4][CH:3]=[C:2]([F:1])[CH:10]=4)=[O:9])[CH2:21][CH2:22]3)=[O:28])[N:30]=2)[CH:33]=1, predict the reactants needed to synthesize it. The reactants are: [F:1][C:2]1[CH:3]=[N:4][C:5]([NH:11][C:12]2[CH:17]=[CH:16][CH:15]=[C:14]([I:18])[CH:13]=2)=[C:6]([CH:10]=1)[C:7]([OH:9])=O.[NH2:19][C@@H:20]1[CH2:25][CH2:24][C@H:23]([NH:26][C:27]([C:29]2[N:30]=[C:31]3[CH:36]=[CH:35][C:34]([F:37])=[CH:33][N:32]3[CH:38]=2)=[O:28])[CH2:22][CH2:21]1.C(N(CC)CC)C. (5) Given the product [NH2:8][C:9]1[N:14]=[CH:13][C:12]([C:15]2[N:19]([C:20]3[CH:21]=[N:22][C:23]([O:26][CH3:27])=[CH:24][CH:25]=3)[N:18]=[C:17]([C:28]([N:30]3[CH2:31][CH2:32][O:33][CH2:34][CH2:35]3)=[O:29])[CH:16]=2)=[CH:11][CH:10]=1, predict the reactants needed to synthesize it. The reactants are: C(OC([NH:8][C:9]1[N:14]=[CH:13][C:12]([C:15]2[N:19]([C:20]3[CH:21]=[N:22][C:23]([O:26][CH3:27])=[CH:24][CH:25]=3)[N:18]=[C:17]([C:28]([N:30]3[CH2:35][CH2:34][O:33][CH2:32][CH2:31]3)=[O:29])[CH:16]=2)=[CH:11][CH:10]=1)=O)(C)(C)C.FC(F)(F)C(O)=O.C(=O)([O-])O.[Na+].C(Cl)(Cl)Cl. (6) Given the product [CH3:23][C:24]1[C:32]2[C:27](=[CH:28][C:29]([CH3:33])=[CH:30][CH:31]=2)[NH:26][C:25]=1[CH:15]([C:16]1[CH:21]=[CH:20][CH:19]=[CH:18][CH:17]=1)[C:4]1[C:5](=[O:6])[C:2]([CH3:1])([C:8]2[CH:13]=[CH:12][C:11]([CH3:14])=[CH:10][CH:9]=2)[C:3]=1[OH:7], predict the reactants needed to synthesize it. The reactants are: [CH3:1][C:2]1([C:8]2[CH:13]=[CH:12][C:11]([CH3:14])=[CH:10][CH:9]=2)[C:5](=[O:6])[CH2:4][C:3]1=[O:7].[CH:15](=O)[C:16]1[CH:21]=[CH:20][CH:19]=[CH:18][CH:17]=1.[CH3:23][C:24]1[C:32]2[C:27](=[CH:28][C:29]([CH3:33])=[CH:30][CH:31]=2)[NH:26][CH:25]=1. (7) Given the product [C:1]([O:5][C:6](=[O:16])[NH:7][C:8]1([C:11]2[S:12][C:13]([Sn:26]([CH2:27][CH2:28][CH2:29][CH3:30])([CH2:31][CH2:32][CH2:33][CH3:34])[CH2:22][CH2:23][CH2:24][CH3:25])=[CH:14][CH:15]=2)[CH2:9][CH2:10]1)([CH3:4])([CH3:2])[CH3:3], predict the reactants needed to synthesize it. The reactants are: [C:1]([O:5][C:6](=[O:16])[NH:7][C:8]1([C:11]2[S:12][CH:13]=[CH:14][CH:15]=2)[CH2:10][CH2:9]1)([CH3:4])([CH3:3])[CH3:2].C([Li])CCC.[CH2:22]([Sn:26](Cl)([CH2:31][CH2:32][CH2:33][CH3:34])[CH2:27][CH2:28][CH2:29][CH3:30])[CH2:23][CH2:24][CH3:25].